This data is from Catalyst prediction with 721,799 reactions and 888 catalyst types from USPTO. The task is: Predict which catalyst facilitates the given reaction. (1) Reactant: Br[C:2]1[CH:3]=[C:4]([C:8]2[S:12][C:11]([NH:13][C:14]3[CH:19]=[C:18]([N:20]4[CH2:25][CH2:24][O:23][CH2:22][CH2:21]4)[CH:17]=[CH:16][N:15]=3)=[N:10][CH:9]=2)[CH:5]=[N:6][CH:7]=1.[O-]P([O-])([O-])=O.[K+].[K+].[K+].[CH2:34]([NH2:37])[CH2:35][NH2:36]. Product: [N:20]1([C:18]2[CH:17]=[CH:16][N:15]=[C:14]([NH:13][C:11]3[S:12][C:8]([C:4]4[CH:3]=[C:2]([NH:36][CH2:35][CH2:34][NH2:37])[CH:7]=[N:6][CH:5]=4)=[CH:9][N:10]=3)[CH:19]=2)[CH2:25][CH2:24][O:23][CH2:22][CH2:21]1. The catalyst class is: 122. (2) Reactant: [CH3:1][C:2]1[C:3]([CH2:15][O:16][C:17]2[CH:22]=[CH:21][C:20]([N:23]3[C:27]([CH3:28])=[CH:26][C:25]([CH3:29])=[N:24]3)=[CH:19][C:18]=2[CH3:30])=[C:4]([N:8]2[C:12](=[O:13])[N:11]([CH3:14])[N:10]=[N:9]2)[CH:5]=[CH:6][CH:7]=1.C(Cl)(Cl)Cl.[Br:35]N1C(=O)CCC1=O. Product: [CH3:1][C:2]1[C:3]([CH2:15][O:16][C:17]2[CH:22]=[CH:21][C:20]([N:23]3[C:27]([CH3:28])=[C:26]([Br:35])[C:25]([CH3:29])=[N:24]3)=[CH:19][C:18]=2[CH3:30])=[C:4]([N:8]2[C:12](=[O:13])[N:11]([CH3:14])[N:10]=[N:9]2)[CH:5]=[CH:6][CH:7]=1. The catalyst class is: 6. (3) Reactant: Cl.[CH3:2][O:3][C:4](=[O:11])[C@H:5]([CH2:7][CH2:8][S:9][CH3:10])[NH2:6].C(=O)([O-])[O-].[Na+].[Na+].[Cl:18][C:19]1[CH:26]=[CH:25][C:22]([CH:23]=O)=[CH:21][CH:20]=1. Product: [CH3:2][O:3][C:4](=[O:11])[CH:5]([N:6]=[CH:23][C:22]1[CH:25]=[CH:26][C:19]([Cl:18])=[CH:20][CH:21]=1)[CH2:7][CH2:8][S:9][CH3:10]. The catalyst class is: 6.